From a dataset of Merck oncology drug combination screen with 23,052 pairs across 39 cell lines. Regression. Given two drug SMILES strings and cell line genomic features, predict the synergy score measuring deviation from expected non-interaction effect. (1) Synergy scores: synergy=17.2. Drug 2: C=CCn1c(=O)c2cnc(Nc3ccc(N4CCN(C)CC4)cc3)nc2n1-c1cccc(C(C)(C)O)n1. Drug 1: Nc1ccn(C2OC(CO)C(O)C2(F)F)c(=O)n1. Cell line: VCAP. (2) Drug 1: NC(=O)c1cccc2cn(-c3ccc(C4CCCNC4)cc3)nc12. Drug 2: CCc1c2c(nc3ccc(O)cc13)-c1cc3c(c(=O)n1C2)COC(=O)C3(O)CC. Cell line: ES2. Synergy scores: synergy=22.7. (3) Drug 1: N#Cc1ccc(Cn2cncc2CN2CCN(c3cccc(Cl)c3)C(=O)C2)cc1. Drug 2: O=C(NOCC(O)CO)c1ccc(F)c(F)c1Nc1ccc(I)cc1F. Cell line: T47D. Synergy scores: synergy=-14.9. (4) Drug 1: NC(=O)c1cccc2cn(-c3ccc(C4CCCNC4)cc3)nc12. Drug 2: COC1=C2CC(C)CC(OC)C(O)C(C)C=C(C)C(OC(N)=O)C(OC)C=CC=C(C)C(=O)NC(=CC1=O)C2=O. Cell line: ZR751. Synergy scores: synergy=-11.9.